Binary Classification. Given a drug SMILES string, predict its activity (active/inactive) in a high-throughput screening assay against a specified biological target. From a dataset of HIV replication inhibition screening data with 41,000+ compounds from the AIDS Antiviral Screen. (1) The drug is CC(C)(C)SSCCN. The result is 0 (inactive). (2) The compound is COc1ccc([N+](=O)[O-])c2c(NCCCN(C)C)ccnc12.Cl. The result is 0 (inactive). (3) The drug is Nc1ccc(S(N)(=O)=O)cc1SSc1cc(S(N)(=O)=O)ccc1N. The result is 1 (active). (4) The molecule is O=C1OC(=O)C2C1C(c1ccccc1)N1C3C(=O)OC(=O)C3C(c3ccccc3)N21. The result is 0 (inactive). (5) The drug is COc1cccc(C=C2C(=O)N(C(=O)Cc3ccccc3)N=C2C)c1. The result is 0 (inactive). (6) The molecule is CC1(C)CN=C(Nc2ccc(Cl)cc2)S1. The result is 0 (inactive). (7) The compound is Cl.[N-]=[N+]=NCc1nc(N)c2c3c(sc2n1)CCCC3. The result is 0 (inactive). (8) The compound is Fc1cccc(NC2=NCC(CI)S2)c1. The result is 0 (inactive). (9) The compound is N=C(CSS(=O)(=O)O)NCCc1ccccc1. The result is 0 (inactive).